From a dataset of CYP2C19 inhibition data for predicting drug metabolism from PubChem BioAssay. Regression/Classification. Given a drug SMILES string, predict its absorption, distribution, metabolism, or excretion properties. Task type varies by dataset: regression for continuous measurements (e.g., permeability, clearance, half-life) or binary classification for categorical outcomes (e.g., BBB penetration, CYP inhibition). Dataset: cyp2c19_veith. (1) The compound is CSC1(SC2=NCCN2)SC2(NCCN2)S1. The result is 1 (inhibitor). (2) The molecule is CSc1ccc2nnc(-c3cccc(F)c3)n2n1. The result is 1 (inhibitor). (3) The compound is CC[C@@](O)(C(=O)O)c1cc2n(c(=O)c1CO)Cc1cc3ccccc3nc1-2.[Na]. The result is 0 (non-inhibitor). (4) The molecule is CC(C)C(=O)NCCn1ccc2ccccc21. The result is 1 (inhibitor). (5) The drug is CC(C)(C)NC(=O)CN(Cc1cccs1)C(=O)CCC(=O)Nc1nccs1. The result is 1 (inhibitor). (6) The drug is CNc1oc(-c2cccs2)nc1C#N. The result is 0 (non-inhibitor).